From a dataset of Forward reaction prediction with 1.9M reactions from USPTO patents (1976-2016). Predict the product of the given reaction. (1) Given the reactants [CH3:1][N:2]1[CH2:18][CH2:17][C:5]2[N:6]([CH2:14][CH2:15][NH2:16])[C:7]3[CH:8]=[CH:9][C:10]([CH3:13])=[CH:11][C:12]=3[C:4]=2[CH2:3]1.[C:19]([O:23][C:24]([N:26]1[CH2:31][CH2:30][CH:29]([C:32](O)=[O:33])[CH2:28][CH2:27]1)=[O:25])([CH3:22])([CH3:21])[CH3:20].C1(N=C=NC2CCCCC2)CCCCC1, predict the reaction product. The product is: [CH3:1][N:2]1[CH2:18][CH2:17][C:5]2[N:6]([CH2:14][CH2:15][NH:16][C:32]([CH:29]3[CH2:30][CH2:31][N:26]([C:24]([O:23][C:19]([CH3:22])([CH3:21])[CH3:20])=[O:25])[CH2:27][CH2:28]3)=[O:33])[C:7]3[CH:8]=[CH:9][C:10]([CH3:13])=[CH:11][C:12]=3[C:4]=2[CH2:3]1. (2) Given the reactants [Cl:1][C:2]1[CH:7]=[CH:6][C:5]([CH:8]2[CH2:13][CH2:12][C:11]([CH2:18][CH:19]=O)([C:14]([O:16]C)=O)[CH2:10][CH2:9]2)=[CH:4][CH:3]=1.Cl.[NH2:22][C@H:23]1[CH2:28][CH2:27][C@H:26]([OH:29])[CH2:25][CH2:24]1.C(N(CC)CC)C.C(O[BH-](OC(=O)C)OC(=O)C)(=O)C.[Na+], predict the reaction product. The product is: [Cl:1][C:2]1[CH:3]=[CH:4][C:5]([CH:8]2[CH2:9][CH2:10][C:11]3([C:14](=[O:16])[N:22]([C@H:23]4[CH2:28][CH2:27][C@H:26]([OH:29])[CH2:25][CH2:24]4)[CH2:19][CH2:18]3)[CH2:12][CH2:13]2)=[CH:6][CH:7]=1.